Dataset: Forward reaction prediction with 1.9M reactions from USPTO patents (1976-2016). Task: Predict the product of the given reaction. (1) Given the reactants [CH2:1]([NH2:8])[C:2]1[CH:7]=[CH:6][CH:5]=[CH:4][CH:3]=1.[CH3:9][O:10][C:11]1[CH:16]=[CH:15][C:14]([CH2:17][C:18](=O)[CH3:19])=[CH:13][CH:12]=1, predict the reaction product. The product is: [CH3:9][O:10][C:11]1[CH:16]=[CH:15][C:14]([CH2:17][CH:18]([CH3:19])[NH:8][CH2:1][C:2]2[CH:7]=[CH:6][CH:5]=[CH:4][CH:3]=2)=[CH:13][CH:12]=1. (2) Given the reactants [CH2:1]([N:8]1[CH2:12][CH2:11][C@H:10]([NH2:13])[C:9]1=O)[C:2]1[CH:7]=[CH:6][CH:5]=[CH:4][CH:3]=1.P([O-])([O-])([O-])=O.[K+].[K+].[K+].C(C1C=CC=CC=1)(=O)C.COC1C=C2C(CC[C@H](N)C2)=CC=1, predict the reaction product. The product is: [CH2:1]([N:8]1[CH2:12][CH2:11][C@H:10]([NH2:13])[CH2:9]1)[C:2]1[CH:3]=[CH:4][CH:5]=[CH:6][CH:7]=1. (3) Given the reactants [CH3:1][O:2][C:3]1[CH:8]=[CH:7][CH:6]=[C:5]([CH3:9])[N:4]=1.[OH-].[K+].[Br:12]Br, predict the reaction product. The product is: [Br:12][C:6]1[C:5]([CH3:9])=[N:4][C:3]([O:2][CH3:1])=[CH:8][CH:7]=1. (4) The product is: [CH3:1][C@@:2]12[C:17]([CH3:19])([CH3:18])[C@@H:5]([C:6]3[C:7](=[O:16])[N:8]([CH2:11][C:12]([F:13])([F:14])[F:15])[N:9]([CH2:21][CH2:22][C:23]4[CH:28]=[CH:27][CH:26]=[CH:25][CH:24]=4)[C:10]=31)[CH2:4][CH2:3]2. Given the reactants [CH3:1][C@@:2]12[C:17]([CH3:19])([CH3:18])[C@@H:5]([C:6]3[C:7](=[O:16])[N:8]([CH2:11][C:12]([F:15])([F:14])[F:13])[NH:9][C:10]=31)[CH2:4][CH2:3]2.Br[CH2:21][CH2:22][C:23]1[CH:28]=[CH:27][CH:26]=[CH:25][CH:24]=1.ClCCl, predict the reaction product. (5) Given the reactants Br[C:2]1[CH:8]=[C:7]([F:9])[C:5]([NH2:6])=[C:4]([Cl:10])[CH:3]=1.[F:11][C:12]1[CH:17]=[CH:16][C:15]([O:18][CH3:19])=[CH:14][C:13]=1B(O)O, predict the reaction product. The product is: [Cl:10][C:4]1[CH:3]=[C:2]([C:13]2[CH:14]=[C:15]([O:18][CH3:19])[CH:16]=[CH:17][C:12]=2[F:11])[CH:8]=[C:7]([F:9])[C:5]=1[NH2:6]. (6) Given the reactants [NH:1]1[C:9]2[C:4](=[CH:5][CH:6]=[CH:7][CH:8]=2)[C:3]([CH2:10][CH2:11][S:12]S(=O)(=O)O)=[CH:2]1.CCOCC, predict the reaction product. The product is: [NH:1]1[C:9]2[C:4](=[CH:5][CH:6]=[CH:7][CH:8]=2)[C:3]([CH2:10][CH2:11][SH:12])=[CH:2]1. (7) The product is: [CH:19]1([CH2:25][N:26]([CH3:27])[C:2]([Cl:1])=[O:4])[CH2:24][CH2:23][CH2:22][CH2:21][CH2:20]1. Given the reactants [Cl:1][C:2](Cl)([O:4]C(=O)OC(Cl)(Cl)Cl)Cl.N1C=CC=CC=1.[CH:19]1([CH2:25][NH:26][CH3:27])[CH2:24][CH2:23][CH2:22][CH2:21][CH2:20]1, predict the reaction product. (8) The product is: [CH2:1]([CH:8]1[CH2:9][CH2:10][N:11]([CH2:14][CH2:15][CH2:16][O:17][S:24]([C:21]2[CH:22]=[CH:23][C:18]([CH3:28])=[CH:19][CH:20]=2)(=[O:26])=[O:25])[CH2:12][CH2:13]1)[C:2]1[CH:7]=[CH:6][CH:5]=[CH:4][CH:3]=1. Given the reactants [CH2:1]([CH:8]1[CH2:13][CH2:12][N:11]([CH2:14][CH2:15][CH2:16][OH:17])[CH2:10][CH2:9]1)[C:2]1[CH:7]=[CH:6][CH:5]=[CH:4][CH:3]=1.[C:18]1([CH3:28])[CH:23]=[CH:22][C:21]([S:24](Cl)(=[O:26])=[O:25])=[CH:20][CH:19]=1, predict the reaction product. (9) The product is: [CH2:1]([O:8][C:9]([NH:11][C@H:12]1[CH2:16][CH2:15][N:14]([C@@H:17]([CH3:25])[C:18]([OH:20])=[O:19])[C:13]1=[O:26])=[O:10])[C:2]1[CH:7]=[CH:6][CH:5]=[CH:4][CH:3]=1. Given the reactants [CH2:1]([O:8][C:9]([NH:11][C@H:12]1[CH2:16][CH2:15][N:14]([C@@H:17]([CH3:25])[C:18]([O:20]C(C)(C)C)=[O:19])[C:13]1=[O:26])=[O:10])[C:2]1[CH:7]=[CH:6][CH:5]=[CH:4][CH:3]=1.FC(F)(F)C(O)=O, predict the reaction product.